Task: Regression/Classification. Given a drug SMILES string, predict its absorption, distribution, metabolism, or excretion properties. Task type varies by dataset: regression for continuous measurements (e.g., permeability, clearance, half-life) or binary classification for categorical outcomes (e.g., BBB penetration, CYP inhibition). Dataset: cyp2c19_veith.. Dataset: CYP2C19 inhibition data for predicting drug metabolism from PubChem BioAssay (1) The drug is COc1cc(/C=N/O)cc(Br)c1OCc1cccc(Cl)c1. The result is 1 (inhibitor). (2) The compound is Nc1nc(Nc2ccccc2)nc2c1ncn2[C@@H]1O[C@@H](CO)[C@H](O)[C@H]1O. The result is 1 (inhibitor). (3) The result is 1 (inhibitor). The drug is O=C(Nc1ccc(Cl)cc1)OC(CN1CCCCC1)C(F)(F)F. (4) The compound is Cl.O=C1CN=C(Nc2ccc(Cl)cc2)N1c1ccccc1. The result is 1 (inhibitor). (5) The drug is CCOC(=O)c1oc2ccccc2c1NC(=O)c1ccc2c(c1)OCO2. The result is 1 (inhibitor). (6) The molecule is CNc1oc(-c2ccc(Cl)cc2)nc1C#N. The result is 1 (inhibitor). (7) The compound is O=C(NC1CCCCC1)C(Cc1ccccc1)N1C(=O)C2C3CCC(C3)C2C1=O. The result is 1 (inhibitor). (8) The compound is CCc1cc2c(nc1CC)CCN(CC/C(C)=N/O[C@@H](C)CN1CCCCc3nc(C)c(C)cc31)C2. The result is 0 (non-inhibitor).